From a dataset of Catalyst prediction with 721,799 reactions and 888 catalyst types from USPTO. Predict which catalyst facilitates the given reaction. (1) Reactant: OC1C(C(N[C@@H](C2C=CC=CC=2P(C)(=O)OCC)C2C=CC=CC=2)=O)=CN=C(N2C=CC=N2)N=1.[OH:35][C:36]1[C:41]([C:42]([NH:44][C@H:45]([C:58]2[CH:63]=[CH:62][CH:61]=[CH:60][CH:59]=2)[C:46]2[CH:47]=[C:48]([P:52]([CH3:57])(=[O:56])[O:53]CC)[CH:49]=[CH:50][CH:51]=2)=[O:43])=[CH:40][N:39]=[C:38]([N:64]2[CH:68]=[CH:67][CH:66]=[N:65]2)[N:37]=1.[OH-].[Na+]. Product: [OH:35][C:36]1[C:41]([C:42]([NH:44][C@H:45]([C:58]2[CH:63]=[CH:62][CH:61]=[CH:60][CH:59]=2)[C:46]2[CH:47]=[C:48]([P:52]([CH3:57])(=[O:53])[OH:56])[CH:49]=[CH:50][CH:51]=2)=[O:43])=[CH:40][N:39]=[C:38]([N:64]2[CH:68]=[CH:67][CH:66]=[N:65]2)[N:37]=1. The catalyst class is: 12. (2) Reactant: [F:1][C:2]([F:17])([F:16])[CH2:3][O:4][C:5]1[CH:15]=[C:8]2[N:9]=[C:10]([CH3:14])[CH:11]=[C:12]([OH:13])[N:7]2[N:6]=1.C(=O)([O-])[O-].[K+].[K+].[Cl:24][C:25]1[CH:30]=[CH:29][C:28]([CH2:31]Cl)=[CH:27][N:26]=1.O. The catalyst class is: 9. Product: [Cl:24][C:25]1[N:26]=[CH:27][C:28]([CH2:31][N:9]2[C:10]([CH3:14])=[CH:11][C:12](=[O:13])[N:7]3[N:6]=[C:5]([O:4][CH2:3][C:2]([F:1])([F:16])[F:17])[CH:15]=[C:8]23)=[CH:29][CH:30]=1. (3) Reactant: [S:1]1[CH:5]=[CH:4][CH:3]=[C:2]1[C:6]1[C:14]2[C:9](=[CH:10][CH:11]=[CH:12][CH:13]=2)[NH:8][C:7]=1[C:15]([O:17]CC)=O.O.[NH2:21][NH2:22]. Product: [S:1]1[CH:5]=[CH:4][CH:3]=[C:2]1[C:6]1[C:14]2[C:9](=[CH:10][CH:11]=[CH:12][CH:13]=2)[NH:8][C:7]=1[C:15]([NH:21][NH2:22])=[O:17]. The catalyst class is: 8. (4) Reactant: [H-].[Na+].[CH:3](OC)=[O:4].[CH3:7][C@H:8]1[CH2:13][C@H:12]([CH3:14])[CH2:11][N:10]([CH2:15][CH2:16][CH2:17][O:18][C:19]2[CH:24]=[CH:23][C:22]([C:25](=[O:27])[CH3:26])=[CH:21][CH:20]=2)[CH2:9]1.Cl. Product: [CH3:14][C@H:12]1[CH2:13][C@H:8]([CH3:7])[CH2:9][N:10]([CH2:15][CH2:16][CH2:17][O:18][C:19]2[CH:24]=[CH:23][C:22]([C:25](=[O:27])[CH2:26][CH:3]=[O:4])=[CH:21][CH:20]=2)[CH2:11]1. The catalyst class is: 7. (5) Product: [CH2:1]([S:3][C:4]1[C:9]([C:10]([N:19]([O:20][CH3:21])[CH3:18])=[O:11])=[CH:8][CH:7]=[C:6]([C:13]([F:16])([F:15])[F:14])[N:5]=1)[CH3:2]. The catalyst class is: 20. Reactant: [CH2:1]([S:3][C:4]1[C:9]([C:10](Cl)=[O:11])=[CH:8][CH:7]=[C:6]([C:13]([F:16])([F:15])[F:14])[N:5]=1)[CH3:2].Cl.[CH3:18][NH:19][O:20][CH3:21].C([O-])([O-])=O.[K+].[K+]. (6) Reactant: [NH2:1][CH2:2][CH2:3][OH:4].[C:5]([Si:9](Cl)([CH3:11])[CH3:10])([CH3:8])([CH3:7])[CH3:6].C(N(CC)CC)C. Product: [Si:9]([O:4][CH2:3][CH2:2][NH2:1])([C:5]([CH3:8])([CH3:7])[CH3:6])([CH3:11])[CH3:10]. The catalyst class is: 4. (7) Reactant: C(N(C(C)C)C(C)C)C.Cl.[Cl:11][C:12]1[CH:17]=[CH:16][C:15]([NH:18][NH2:19])=[C:14]([CH3:20])[CH:13]=1.CN(/[CH:24]=[C:25](/[C:31](=O)[C:32]([CH3:35])([CH3:34])[CH3:33])\[C:26]([O:28][CH2:29][CH3:30])=[O:27])C. Product: [C:32]([C:31]1[N:18]([C:15]2[CH:16]=[CH:17][C:12]([Cl:11])=[CH:13][C:14]=2[CH3:20])[N:19]=[CH:24][C:25]=1[C:26]([O:28][CH2:29][CH3:30])=[O:27])([CH3:35])([CH3:33])[CH3:34]. The catalyst class is: 8. (8) Reactant: [NH2:1][C:2]1[CH:6]=[C:5]([C:7]2[CH:12]=[CH:11][C:10]([Cl:13])=[CH:9][CH:8]=2)[S:4][C:3]=1[C:14]([O:16]C)=O.[CH3:18]OC(OC)N(C)C.[CH2:26]([O:28][CH:29]([O:41][CH2:42][CH3:43])[CH2:30][O:31][C:32]1[CH:38]=[CH:37][C:35]([NH2:36])=[CH:34][C:33]=1[O:39][CH3:40])[CH3:27]. Product: [Cl:13][C:10]1[CH:9]=[CH:8][C:7]([C:5]2[S:4][C:3]3[C:14](=[O:16])[N:36]([C:35]4[CH:37]=[CH:38][C:32]([O:31][CH2:30][CH:29]([O:28][CH2:26][CH3:27])[O:41][CH2:42][CH3:43])=[C:33]([O:39][CH3:40])[CH:34]=4)[CH:18]=[N:1][C:2]=3[CH:6]=2)=[CH:12][CH:11]=1. The catalyst class is: 8. (9) Reactant: [CH3:1][O:2][CH2:3][C@H:4]([N:9]1C(=O)C2C(=CC=CC=2)C1=O)[CH2:5][CH:6]([CH3:8])[CH3:7].O.NN.Cl. Product: [CH3:1][O:2][CH2:3][C@H:4]([NH2:9])[CH2:5][CH:6]([CH3:8])[CH3:7]. The catalyst class is: 5. (10) Reactant: [Cl:1][C:2]1[CH:3]=[C:4]([NH:18][C:19]2[C:20]3[N:27]([CH2:28][CH2:29][OH:30])[CH:26]=[CH:25][C:21]=3[N:22]=[CH:23][N:24]=2)[CH:5]=[CH:6][C:7]=1[O:8][C:9]1[CH:17]=[CH:16][CH:15]=[C:14]2[C:10]=1[CH:11]=[CH:12][NH:13]2.[CH3:31][S:32](O)(=[O:34])=[O:33].C(OC(C)C)(C)C. Product: [CH3:31][S:32]([O:30][CH2:29][CH2:28][N:27]1[C:20]2[C:19]([NH:18][C:4]3[CH:5]=[CH:6][C:7]([O:8][C:9]4[CH:17]=[CH:16][CH:15]=[C:14]5[C:10]=4[CH:11]=[CH:12][NH:13]5)=[C:2]([Cl:1])[CH:3]=3)=[N:24][CH:23]=[N:22][C:21]=2[CH:25]=[CH:26]1)(=[O:34])=[O:33]. The catalyst class is: 32.